Dataset: NCI-60 drug combinations with 297,098 pairs across 59 cell lines. Task: Regression. Given two drug SMILES strings and cell line genomic features, predict the synergy score measuring deviation from expected non-interaction effect. (1) Drug 1: CC1=C2C(C(=O)C3(C(CC4C(C3C(C(C2(C)C)(CC1OC(=O)C(C(C5=CC=CC=C5)NC(=O)OC(C)(C)C)O)O)OC(=O)C6=CC=CC=C6)(CO4)OC(=O)C)O)C)O. Drug 2: CN(C(=O)NC(C=O)C(C(C(CO)O)O)O)N=O. Cell line: EKVX. Synergy scores: CSS=-4.40, Synergy_ZIP=-0.255, Synergy_Bliss=-4.73, Synergy_Loewe=-5.40, Synergy_HSA=-5.53. (2) Drug 1: C1CN1P(=S)(N2CC2)N3CC3. Drug 2: CC12CCC3C(C1CCC2OP(=O)(O)O)CCC4=C3C=CC(=C4)OC(=O)N(CCCl)CCCl.[Na+]. Cell line: M14. Synergy scores: CSS=7.53, Synergy_ZIP=-2.47, Synergy_Bliss=-1.52, Synergy_Loewe=-1.94, Synergy_HSA=-1.57. (3) Drug 1: C1CC(=O)NC(=O)C1N2CC3=C(C2=O)C=CC=C3N. Drug 2: CC1OCC2C(O1)C(C(C(O2)OC3C4COC(=O)C4C(C5=CC6=C(C=C35)OCO6)C7=CC(=C(C(=C7)OC)O)OC)O)O. Cell line: SF-295. Synergy scores: CSS=47.7, Synergy_ZIP=-2.39, Synergy_Bliss=-2.19, Synergy_Loewe=-20.5, Synergy_HSA=1.78. (4) Drug 1: CN(C)C1=NC(=NC(=N1)N(C)C)N(C)C. Drug 2: CCCCC(=O)OCC(=O)C1(CC(C2=C(C1)C(=C3C(=C2O)C(=O)C4=C(C3=O)C=CC=C4OC)O)OC5CC(C(C(O5)C)O)NC(=O)C(F)(F)F)O. Cell line: MCF7. Synergy scores: CSS=-6.87, Synergy_ZIP=0.441, Synergy_Bliss=-6.10, Synergy_Loewe=-7.35, Synergy_HSA=-9.40. (5) Synergy scores: CSS=8.89, Synergy_ZIP=-4.18, Synergy_Bliss=-1.40, Synergy_Loewe=-3.44, Synergy_HSA=-0.811. Cell line: UACC62. Drug 2: CCC1(CC2CC(C3=C(CCN(C2)C1)C4=CC=CC=C4N3)(C5=C(C=C6C(=C5)C78CCN9C7C(C=CC9)(C(C(C8N6C=O)(C(=O)OC)O)OC(=O)C)CC)OC)C(=O)OC)O.OS(=O)(=O)O. Drug 1: C1=CC(=CC=C1CC(C(=O)O)N)N(CCCl)CCCl.Cl. (6) Drug 1: C1=CC(=CC=C1CCCC(=O)O)N(CCCl)CCCl. Drug 2: C(=O)(N)NO. Cell line: T-47D. Synergy scores: CSS=27.1, Synergy_ZIP=-6.77, Synergy_Bliss=-1.25, Synergy_Loewe=-18.2, Synergy_HSA=-2.30. (7) Drug 1: CNC(=O)C1=CC=CC=C1SC2=CC3=C(C=C2)C(=NN3)C=CC4=CC=CC=N4. Drug 2: C1=CC(=CC=C1C#N)C(C2=CC=C(C=C2)C#N)N3C=NC=N3. Cell line: MDA-MB-435. Synergy scores: CSS=3.42, Synergy_ZIP=1.79, Synergy_Bliss=5.44, Synergy_Loewe=-2.85, Synergy_HSA=1.50. (8) Drug 1: C1=NC2=C(N=C(N=C2N1C3C(C(C(O3)CO)O)O)F)N. Drug 2: CC1=C(C=C(C=C1)NC(=O)C2=CC=C(C=C2)CN3CCN(CC3)C)NC4=NC=CC(=N4)C5=CN=CC=C5. Cell line: SK-OV-3. Synergy scores: CSS=19.4, Synergy_ZIP=-2.28, Synergy_Bliss=0.270, Synergy_Loewe=-9.66, Synergy_HSA=-2.72.